Dataset: Reaction yield outcomes from USPTO patents with 853,638 reactions. Task: Predict the reaction yield, written as a fraction of the theoretical maximum amount of product (1.0 means a 100% yield; for example, 0.34 means a 34% yield). The reactants are [C:1]1([C:7](=O)[CH2:8][C:9]2[S:10][CH:11]=[CH:12][CH:13]=2)[CH:6]=[CH:5][CH:4]=[CH:3][CH:2]=1.[CH2:15]([O:17][C:18]1[CH:19]=[C:20]([CH:23]=[C:24]([N+:27]([O-:29])=[O:28])[C:25]=1[OH:26])[CH:21]=O)[CH3:16].[NH2:30][C:31]([NH2:33])=[O:32].Cl. The catalyst is CCO.CO.CCOC(C)=O. The product is [CH2:15]([O:17][C:18]1[CH:19]=[C:20]([CH:21]2[C:8]([C:9]3[S:10][CH:11]=[CH:12][CH:13]=3)=[C:7]([C:1]3[CH:6]=[CH:5][CH:4]=[CH:3][CH:2]=3)[NH:33][C:31](=[O:32])[NH:30]2)[CH:23]=[C:24]([N+:27]([O-:29])=[O:28])[C:25]=1[OH:26])[CH3:16]. The yield is 0.0620.